The task is: Regression. Given a peptide amino acid sequence and an MHC pseudo amino acid sequence, predict their binding affinity value. This is MHC class I binding data.. This data is from Peptide-MHC class I binding affinity with 185,985 pairs from IEDB/IMGT. The peptide sequence is LLDPLYFEV. The MHC is HLA-B27:05 with pseudo-sequence HLA-B27:05. The binding affinity (normalized) is 0.0847.